This data is from Forward reaction prediction with 1.9M reactions from USPTO patents (1976-2016). The task is: Predict the product of the given reaction. (1) Given the reactants [CH2:1]1[O:5][C@@H:4]2[C@H:6]([O:9][N+:10]([O-:12])=[O:11])[CH2:7][O:8][C@@H:3]2[C@H:2]1[OH:13].[C:14]1(=[O:20])[O:19][C:17](=[O:18])[CH2:16][CH2:15]1, predict the reaction product. The product is: [N+:10]([O:9][C@@H:6]1[CH2:7][O:8][C@@H:3]2[C@@H:4]1[O:5][CH2:1][C@@H:2]2[O:13][C:14]([CH2:15][CH2:16][C:17]([OH:19])=[O:18])=[O:20])([O-:12])=[O:11]. (2) Given the reactants [F:1][C:2]1[CH:9]=[C:8]([C:10]2[CH:15]=[C:14]([O:16][CH2:17][C:18]3[CH:23]=[CH:22][CH:21]=[CH:20][N:19]=3)[N:13]=[C:12]3[CH2:24][CH2:25][CH2:26][C:11]=23)[CH:7]=[CH:6][C:3]=1[C:4]#[N:5].C([OH:31])(C)(C)C.[F-].[K+], predict the reaction product. The product is: [F:1][C:2]1[CH:9]=[C:8]([C:10]2[CH:15]=[C:14]([O:16][CH2:17][C:18]3[CH:23]=[CH:22][CH:21]=[CH:20][N:19]=3)[N:13]=[C:12]3[CH2:24][CH2:25][CH2:26][C:11]=23)[CH:7]=[CH:6][C:3]=1[C:4]([NH2:5])=[O:31]. (3) The product is: [F:41][C:42]1[CH:47]=[CH:46][C:45]([CH2:48][O:49][C:50]2[CH:59]=[CH:58][C:57]([C:60]3[CH:61]=[N:62][N:63]([CH2:65][CH2:66][O:67][CH3:68])[CH:64]=3)=[CH:56][C:51]=2[C:52]([NH:7][C:3]2[CH:2]=[N:1][CH:6]=[CH:5][CH:4]=2)=[O:53])=[CH:44][CH:43]=1. Given the reactants [N:1]1[CH:6]=[CH:5][CH:4]=[C:3]([NH2:7])[CH:2]=1.CN(C(ON1N=NC2C=CC=NC1=2)=[N+](C)C)C.F[P-](F)(F)(F)(F)F.C(N(C(C)C)CC)(C)C.[F:41][C:42]1[CH:47]=[CH:46][C:45]([CH2:48][O:49][C:50]2[CH:59]=[CH:58][C:57]([C:60]3[CH:61]=[N:62][N:63]([CH2:65][CH2:66][O:67][CH3:68])[CH:64]=3)=[CH:56][C:51]=2[C:52](OC)=[O:53])=[CH:44][CH:43]=1, predict the reaction product. (4) The product is: [Cl:21][C:17]1[CH:16]=[C:15]([CH:20]=[CH:19][CH:18]=1)[C:14]([N:11]1[CH2:12][CH2:13][N:8]([C:6]([NH:43][C:38]2[CH:39]=[CH:40][C:41]([Cl:42])=[C:36]([Cl:35])[CH:37]=2)=[O:7])[CH2:9][C@H:10]1[C:23]([NH:46][C@@H:47]1[C:55]2[C:50](=[CH:51][CH:52]=[CH:53][CH:54]=2)[CH2:49][CH2:48]1)=[O:25])=[O:22]. Given the reactants C(O[C:6]([N:8]1[CH2:13][CH2:12][N:11]([C:14](=[O:22])[C:15]2[CH:20]=[CH:19][CH:18]=[C:17]([Cl:21])[CH:16]=2)[C@H:10]([C:23]([OH:25])=O)[CH2:9]1)=[O:7])(C)(C)C.C([C@@H]1CNCCN1)(O)=O.[Cl:35][C:36]1[CH:37]=[C:38]([N:43]=C=O)[CH:39]=[CH:40][C:41]=1[Cl:42].[NH2:46][C@H:47]1[C:55]2[C:50](=[CH:51][CH:52]=[CH:53][CH:54]=2)[CH2:49][CH2:48]1, predict the reaction product. (5) Given the reactants [F:1][C:2]([F:22])([F:21])[C:3]([C:7]1[CH:8]=[C:9]2[C:14](=[CH:15][CH:16]=1)[CH:13]=[C:12]([C:17]([O:19]C)=[O:18])[CH:11]=[CH:10]2)([O:5][CH3:6])[CH3:4].FC(F)(F)C(C1C=C2C(=CC=1)C=C(C(OC)=O)C=C2)(O)C, predict the reaction product. The product is: [F:1][C:2]([F:21])([F:22])[C:3]([C:7]1[CH:8]=[C:9]2[C:14](=[CH:15][CH:16]=1)[CH:13]=[C:12]([C:17]([OH:19])=[O:18])[CH:11]=[CH:10]2)([O:5][CH3:6])[CH3:4]. (6) The product is: [NH2:29][C:11]1[CH:12]=[CH:13][C:14]([O:16][C:17]2[CH:22]=[CH:21][CH:20]=[C:19]([N:23]3[CH2:24][CH2:25][O:26][CH2:27][CH2:28]3)[CH:18]=2)=[CH:15][C:10]=1[N:2]([CH3:1])[C:3](=[O:9])[O:4][C:5]([CH3:6])([CH3:7])[CH3:8]. Given the reactants [CH3:1][N:2]([C:10]1[CH:15]=[C:14]([O:16][C:17]2[CH:22]=[CH:21][CH:20]=[C:19]([N:23]3[CH2:28][CH2:27][O:26][CH2:25][CH2:24]3)[CH:18]=2)[CH:13]=[CH:12][C:11]=1[N+:29]([O-])=O)[C:3](=[O:9])[O:4][C:5]([CH3:8])([CH3:7])[CH3:6].[H][H], predict the reaction product. (7) Given the reactants C(OC([N:8]1[CH2:12][CH2:11][S:10][CH:9]1[C:13]([OH:15])=O)=O)(C)(C)C.C1C=CC(/C(/C2C=CC([N+]([O-])=O)=CC=2)=N/O)=CC=1.[C:34]1([C:44]2[CH:49]=[CH:48][CH:47]=[CH:46][CH:45]=2)[CH:39]=[CH:38][C:37]([S:40](Cl)(=[O:42])=[O:41])=[CH:36][CH:35]=1.[O:50]1[CH:54]=[CH:53][CH:52]=[C:51]1[CH2:55][NH2:56], predict the reaction product. The product is: [C:34]1([C:44]2[CH:49]=[CH:48][CH:47]=[CH:46][CH:45]=2)[CH:39]=[CH:38][C:37]([S:40]([N:8]2[CH2:12][CH2:11][S:10][CH:9]2[C:13]([NH:56][CH2:55][C:51]2[O:50][CH:54]=[CH:53][CH:52]=2)=[O:15])(=[O:42])=[O:41])=[CH:36][CH:35]=1. (8) Given the reactants F[C:2]1[CH:3]=[C:4]2[C:9](=[CH:10][CH:11]=1)[C:8](=[O:12])[NH:7][CH2:6][CH2:5]2.C(=O)([O-])[O-].[K+].[K+].[NH:19]1[CH2:24][CH2:23][CH2:22][CH2:21][CH2:20]1, predict the reaction product. The product is: [N:19]1([C:2]2[CH:3]=[C:4]3[C:9](=[CH:10][CH:11]=2)[C:8](=[O:12])[NH:7][CH2:6][CH2:5]3)[CH2:24][CH2:23][CH2:22][CH2:21][CH2:20]1. (9) Given the reactants [C:1]1([NH2:8])[C:2]([NH2:7])=[CH:3][CH:4]=[CH:5][CH:6]=1.[C:9]([C:11]1[CH:12]=[C:13]([CH:17]=[CH:18][CH:19]=1)[C:14](Cl)=[O:15])#[N:10], predict the reaction product. The product is: [C:9]([C:11]1[CH:12]=[C:13]([CH:17]=[CH:18][CH:19]=1)[C:14]([NH:7][C:2]1[C:1]([NH:8][C:14](=[O:15])[C:13]2[CH:17]=[CH:18][CH:19]=[C:11]([C:9]#[N:10])[CH:12]=2)=[CH:6][CH:5]=[CH:4][CH:3]=1)=[O:15])#[N:10].